From a dataset of Acute oral toxicity (LD50) regression data from Zhu et al.. Regression/Classification. Given a drug SMILES string, predict its toxicity properties. Task type varies by dataset: regression for continuous values (e.g., LD50, hERG inhibition percentage) or binary classification for toxic/non-toxic outcomes (e.g., AMES mutagenicity, cardiotoxicity, hepatotoxicity). Dataset: ld50_zhu. The compound is CCN(CC)CCOc1ccccc1-n1c(C)ccc1-c1ccccc1. The rat oral LD50 is 2.70, given as -log10 of the dose in mol/kg body weight (higher means more acutely toxic).